This data is from Forward reaction prediction with 1.9M reactions from USPTO patents (1976-2016). The task is: Predict the product of the given reaction. (1) Given the reactants [NH2:1][C:2]1[C:11]2[C:6](=[C:7](Br)[CH:8]=[CH:9][CH:10]=2)[N:5]=[N:4][C:3]=1[C:13]([NH:15][CH2:16][CH2:17][CH3:18])=[O:14].[Cl:19][C:20]1[CH:25]=[CH:24][C:23]([Cl:26])=[CH:22][C:21]=1B(O)O, predict the reaction product. The product is: [NH2:1][C:2]1[C:11]2[C:6](=[C:7]([C:24]3[CH:25]=[C:20]([Cl:19])[CH:21]=[CH:22][C:23]=3[Cl:26])[CH:8]=[CH:9][CH:10]=2)[N:5]=[N:4][C:3]=1[C:13]([NH:15][CH2:16][CH2:17][CH3:18])=[O:14]. (2) The product is: [Si:1]([O:8][CH2:9][C:10]1[N:11]([CH3:32])[C:12]2[C:17]([CH:18]=1)=[CH:16][C:15]1[C:19](=[O:31])[CH2:20][CH2:21][CH2:22][N:23]([C:24]([O:26][C:27]([CH3:30])([CH3:29])[CH3:28])=[O:25])[C:14]=1[CH:13]=2)([C:4]([CH3:7])([CH3:5])[CH3:6])([CH3:3])[CH3:2]. Given the reactants [Si:1]([O:8][CH2:9][C:10]1[N:11]([CH3:32])[C:12]2[C:17]([CH:18]=1)=[CH:16][C:15]1[C:19](=[O:31])[CH:20]=[CH:21][CH2:22][N:23]([C:24]([O:26][C:27]([CH3:30])([CH3:29])[CH3:28])=[O:25])[C:14]=1[CH:13]=2)([C:4]([CH3:7])([CH3:6])[CH3:5])([CH3:3])[CH3:2], predict the reaction product. (3) The product is: [OH:3][NH:2][CH2:26][C:17]1[C:16]([CH3:28])=[C:15]([CH2:11][CH:12]([CH3:14])[CH3:13])[N:19]([C:20]2[CH:25]=[CH:24][CH:23]=[CH:22][CH:21]=2)[N:18]=1. Given the reactants Cl.[NH2:2][OH:3].C(N(CC)CC)C.[CH2:11]([C:15]1[N:19]([C:20]2[CH:25]=[CH:24][CH:23]=[CH:22][CH:21]=2)[N:18]=[C:17]([CH:26]=O)[C:16]=1[CH3:28])[CH:12]([CH3:14])[CH3:13].O, predict the reaction product. (4) Given the reactants [Cl:1][C:2]1[CH:33]=[CH:32][C:31]([S:34](=[O:40])(=[O:39])[NH:35][CH:36]2[CH2:38][CH2:37]2)=[CH:30][C:3]=1[C:4]([NH:6][C:7]([N:9]([C:18]1[CH:23]=[CH:22][C:21]([C:24]([O:26][CH3:27])=[O:25])=[C:20]([O:28][CH3:29])[CH:19]=1)[NH:10]C(OC(C)(C)C)=O)=[O:8])=O.C(O)(C(F)(F)F)=O, predict the reaction product. The product is: [Cl:1][C:2]1[CH:33]=[CH:32][C:31]([S:34](=[O:40])(=[O:39])[NH:35][CH:36]2[CH2:38][CH2:37]2)=[CH:30][C:3]=1[C:4]1[NH:6][C:7](=[O:8])[N:9]([C:18]2[CH:23]=[CH:22][C:21]([C:24]([O:26][CH3:27])=[O:25])=[C:20]([O:28][CH3:29])[CH:19]=2)[N:10]=1.